From a dataset of Peptide-MHC class II binding affinity with 134,281 pairs from IEDB. Regression. Given a peptide amino acid sequence and an MHC pseudo amino acid sequence, predict their binding affinity value. This is MHC class II binding data. The peptide sequence is QNILFSNAPLGPQFP. The MHC is DRB1_0401 with pseudo-sequence DRB1_0401. The binding affinity (normalized) is 0.353.